This data is from Reaction yield outcomes from USPTO patents with 853,638 reactions. The task is: Predict the reaction yield, written as a fraction of the theoretical maximum amount of product (1.0 means a 100% yield; for example, 0.34 means a 34% yield). The yield is 0.910. The reactants are Cl.[CH3:2][NH:3][CH3:4].C[Al](C)C.[O:9]([C:16]1[CH:17]=[C:18]([N:22]([CH2:30][C:31]2[CH:32]=[C:33]([CH:38]=[CH:39][CH:40]=2)[C:34](OC)=[O:35])[CH2:23][CH:24]([OH:29])[C:25]([F:28])([F:27])[F:26])[CH:19]=[CH:20][CH:21]=1)[C:10]1[CH:15]=[CH:14][CH:13]=[CH:12][CH:11]=1.CN([Al]CCl)C. The catalyst is C1(C)C=CC=CC=1.C(OCC)(=O)C. The product is [CH3:2][N:3]([CH3:4])[C:34](=[O:35])[C:33]1[CH:38]=[CH:39][CH:40]=[C:31]([CH2:30][N:22]([C:18]2[CH:19]=[CH:20][CH:21]=[C:16]([O:9][C:10]3[CH:15]=[CH:14][CH:13]=[CH:12][CH:11]=3)[CH:17]=2)[CH2:23][CH:24]([OH:29])[C:25]([F:28])([F:27])[F:26])[CH:32]=1.